This data is from NCI-60 drug combinations with 297,098 pairs across 59 cell lines. The task is: Regression. Given two drug SMILES strings and cell line genomic features, predict the synergy score measuring deviation from expected non-interaction effect. Drug 1: CCC(=C(C1=CC=CC=C1)C2=CC=C(C=C2)OCCN(C)C)C3=CC=CC=C3.C(C(=O)O)C(CC(=O)O)(C(=O)O)O. Drug 2: C(CC(=O)O)C(=O)CN.Cl. Cell line: BT-549. Synergy scores: CSS=2.49, Synergy_ZIP=-1.53, Synergy_Bliss=-4.47, Synergy_Loewe=-4.02, Synergy_HSA=-3.84.